From a dataset of Full USPTO retrosynthesis dataset with 1.9M reactions from patents (1976-2016). Predict the reactants needed to synthesize the given product. (1) The reactants are: [CH2:1]([C:3]1[N:7]=[C:6]([CH:8]([C:23]2[CH:28]=[CH:27][CH:26]=[CH:25][CH:24]=2)[N:9]2[CH2:14][CH2:13][N:12]([C:15]3[CH:20]=[CH:19][C:18]([NH2:21])=[CH:17][C:16]=3[F:22])[CH2:11][CH2:10]2)[O:5][N:4]=1)[CH3:2].[CH2:29]([CH:31]([CH2:35][CH3:36])[C:32](Cl)=[O:33])[CH3:30].O. Given the product [CH2:29]([CH:31]([CH2:35][CH3:36])[C:32]([NH:21][C:18]1[CH:19]=[CH:20][C:15]([N:12]2[CH2:11][CH2:10][N:9]([CH:8]([C:6]3[O:5][N:4]=[C:3]([CH2:1][CH3:2])[N:7]=3)[C:23]3[CH:28]=[CH:27][CH:26]=[CH:25][CH:24]=3)[CH2:14][CH2:13]2)=[C:16]([F:22])[CH:17]=1)=[O:33])[CH3:30], predict the reactants needed to synthesize it. (2) Given the product [CH3:1][N:2]1[CH2:3][CH2:4][N:5]([C:8]2[CH:9]=[C:10]([NH:11][C:18]3[N:23]=[CH:22][C:21]4=[CH:24][CH:25]=[C:26]([C:27]5[CH:28]=[N:29][N:30]([CH3:32])[CH:31]=5)[N:20]4[N:19]=3)[CH:12]=[CH:13][CH:14]=2)[CH2:6][CH2:7]1, predict the reactants needed to synthesize it. The reactants are: [CH3:1][N:2]1[CH2:7][CH2:6][N:5]([C:8]2[CH:9]=[C:10]([CH:12]=[CH:13][CH:14]=2)[NH2:11])[CH2:4][CH2:3]1.CS([C:18]1[N:23]=[CH:22][C:21]2=[CH:24][CH:25]=[C:26]([C:27]3[CH:28]=[N:29][N:30]([CH3:32])[CH:31]=3)[N:20]2[N:19]=1)=O. (3) Given the product [N:12]1[CH:13]=[CH:14][CH:15]=[CH:16][C:11]=1[C:9]([C:8]1[S:29][C:28]([NH2:30])=[N:27][C:7]=1[C:2]1[CH:3]=[CH:4][CH:5]=[CH:6][N:1]=1)=[O:10], predict the reactants needed to synthesize it. The reactants are: [N:1]1[CH:6]=[CH:5][CH:4]=[CH:3][C:2]=1[C:7](=O)[CH2:8][C:9]([C:11]1[CH:16]=[CH:15][CH:14]=[CH:13][N:12]=1)=[O:10].BrBr.C(N(CC)CC)C.[NH2:27][C:28]([NH2:30])=[S:29].C(=O)([O-])O.[Na+]. (4) Given the product [CH3:48][C:46]1[O:45][N:44]=[C:43]([C:42]2[N:32]3[N:31]=[C:30]([O:29][CH2:28][C:25]4[CH:26]=[CH:27][C:22]([C:9]5([OH:8])[CH2:14][CH2:13][NH:12][CH2:11][CH2:10]5)=[N:23][CH:24]=4)[C:39]4[C:34]([C:33]3=[N:40][N:41]=2)=[CH:35][CH:36]=[CH:37][CH:38]=4)[CH:47]=1, predict the reactants needed to synthesize it. The reactants are: FC(F)(F)C(O)=O.[OH:8][C:9]1([C:22]2[CH:27]=[CH:26][C:25]([CH2:28][O:29][C:30]3[C:39]4[C:34](=[CH:35][CH:36]=[CH:37][CH:38]=4)[C:33]4=[N:40][N:41]=[C:42]([C:43]5[CH:47]=[C:46]([CH3:48])[O:45][N:44]=5)[N:32]4[N:31]=3)=[CH:24][N:23]=2)[CH2:14][CH2:13][N:12](C(OC(C)(C)C)=O)[CH2:11][CH2:10]1. (5) The reactants are: CC(OC(N[C@@H:9]([C:19]([OH:21])=[O:20])[CH2:10][C:11]1[CH:16]=[CH:15][C:14]([F:17])=[C:13]([F:18])[CH:12]=1)=O)(C)C.Cl.[O:23]1CCOCC1. Given the product [F:18][C:13]1[CH:12]=[C:11]([CH2:10][C@@H:9]([OH:23])[C:19]([OH:21])=[O:20])[CH:16]=[CH:15][C:14]=1[F:17], predict the reactants needed to synthesize it. (6) The reactants are: [Cl:1][C:2]1[CH:12]=[C:11]([NH:13][C@@H:14]2[CH2:18][CH2:17][CH2:16][C@H:15]2[OH:19])[C:5]([C:6]([O:8]CC)=[O:7])=[CH:4][N:3]=1.[Li+].[OH-]. Given the product [Cl:1][C:2]1[CH:12]=[C:11]([NH:13][C@@H:14]2[CH2:18][CH2:17][CH2:16][C@H:15]2[OH:19])[C:5]([C:6]([OH:8])=[O:7])=[CH:4][N:3]=1, predict the reactants needed to synthesize it.